Dataset: Forward reaction prediction with 1.9M reactions from USPTO patents (1976-2016). Task: Predict the product of the given reaction. (1) Given the reactants [Cl:1][C:2]1[CH:20]=[C:19]([O:21][CH2:22][CH:23]=[C:24]([Cl:26])[Cl:25])[CH:18]=[C:17]([Cl:27])[C:3]=1[O:4][CH2:5][CH2:6][CH2:7][O:8][C:9]1[CH:16]=[CH:15][C:12]([C:13]#[N:14])=[CH:11][CH:10]=1.[Cl-].[NH4+].[N-:30]=[N+:31]=[N-:32].[Na+].Cl, predict the reaction product. The product is: [Cl:1][C:2]1[CH:20]=[C:19]([O:21][CH2:22][CH:23]=[C:24]([Cl:26])[Cl:25])[CH:18]=[C:17]([Cl:27])[C:3]=1[O:4][CH2:5][CH2:6][CH2:7][O:8][C:9]1[CH:10]=[CH:11][C:12]([C:13]2[N:30]=[N:31][NH:32][N:14]=2)=[CH:15][CH:16]=1. (2) Given the reactants [Cl:1][C:2]1[CH:3]=[CH:4][C:5]2[S:11][C@H:10]([C:12]3[CH:17]=[C:16]([F:18])[CH:15]=[CH:14][C:13]=3[F:19])[C@H:9]([NH:20][C:21](=[O:36])[C@H:22]([CH3:35])[NH:23][C:24](=[O:34])[CH2:25][C:26]3[CH:31]=[C:30]([F:32])[CH:29]=[C:28]([F:33])[CH:27]=3)[C:8](=[O:37])[NH:7][C:6]=2[CH:38]=1.[H-].[Na+].I[CH3:42], predict the reaction product. The product is: [Cl:1][C:2]1[CH:3]=[CH:4][C:5]2[S:11][C@H:10]([C:12]3[CH:17]=[C:16]([F:18])[CH:15]=[CH:14][C:13]=3[F:19])[C@H:9]([NH:20][C:21](=[O:36])[C@H:22]([CH3:35])[NH:23][C:24](=[O:34])[CH2:25][C:26]3[CH:27]=[C:28]([F:33])[CH:29]=[C:30]([F:32])[CH:31]=3)[C:8](=[O:37])[N:7]([CH3:42])[C:6]=2[CH:38]=1.